Dataset: Catalyst prediction with 721,799 reactions and 888 catalyst types from USPTO. Task: Predict which catalyst facilitates the given reaction. Reactant: [C:1]([CH2:4][C:5](=[O:7])[CH3:6])(=[O:3])[CH3:2].C(NC1C=CC(S([N:21]=[N+:22]=[N-])(=O)=O)=CC=1)(=O)C.C(N(CC)CC)C. Product: [N+:21](=[C:4]([C:5](=[O:7])[CH3:6])[C:1](=[O:3])[CH3:2])=[N-:22]. The catalyst class is: 10.